This data is from Reaction yield outcomes from USPTO patents with 853,638 reactions. The task is: Predict the reaction yield, written as a fraction of the theoretical maximum amount of product (1.0 means a 100% yield; for example, 0.34 means a 34% yield). The reactants are [CH3:1][N:2]1[CH2:7][CH2:6][N:5]([C:8]2[CH:9]=[CH:10][C:11]([N+:15]([O-])=O)=[C:12]([CH:14]=2)[NH2:13])[CH2:4][CH2:3]1.Cl.C(O[C:22](=N)[CH2:23][C:24]([O:26][CH2:27][CH3:28])=[O:25])C.[OH-].[Na+]. The catalyst is O. The product is [CH2:27]([O:26][C:24](=[O:25])[CH2:23][C:22]1[NH:13][C:12]2[CH:14]=[C:8]([N:5]3[CH2:6][CH2:7][N:2]([CH3:1])[CH2:3][CH2:4]3)[CH:9]=[CH:10][C:11]=2[N:15]=1)[CH3:28]. The yield is 0.901.